From a dataset of Full USPTO retrosynthesis dataset with 1.9M reactions from patents (1976-2016). Predict the reactants needed to synthesize the given product. (1) Given the product [CH2:23]([C:25]1[CH:30]=[CH:29][C:28]([O:31][C:15]2[CH:14]=[C:13]([CH:18]=[C:17]([F:19])[CH:16]=2)[O:12][C:9]2[CH:10]=[CH:11][C:6]([CH2:5][CH2:4][C:3]([OH:2])=[O:22])=[C:7]([CH3:21])[CH:8]=2)=[C:27]([CH:32]([C:34]2[CH:39]=[CH:38][CH:37]=[CH:36][CH:35]=2)[CH3:33])[CH:26]=1)[CH3:24], predict the reactants needed to synthesize it. The reactants are: C[O:2][C:3](=[O:22])[CH2:4][CH2:5][C:6]1[CH:11]=[CH:10][C:9]([O:12][C:13]2[CH:18]=[C:17]([F:19])[CH:16]=[C:15](Br)[CH:14]=2)=[CH:8][C:7]=1[CH3:21].[CH2:23]([C:25]1[CH:30]=[CH:29][C:28]([OH:31])=[C:27]([CH:32]([C:34]2[CH:39]=[CH:38][CH:37]=[CH:36][CH:35]=2)[CH3:33])[CH:26]=1)[CH3:24]. (2) Given the product [CH2:32]([N:29]1[CH2:30][CH2:31][CH:26]([NH:25][C:10]([C:3]2[C:4]3[C:9](=[CH:8][CH:7]=[CH:6][CH:5]=3)[NH:1][N:2]=2)=[O:12])[CH2:27][CH2:28]1)[C:33]1[CH:34]=[CH:35][CH:36]=[CH:37][CH:38]=1, predict the reactants needed to synthesize it. The reactants are: [NH:1]1[C:9]2[C:4](=[CH:5][CH:6]=[CH:7][CH:8]=2)[C:3]([C:10]([OH:12])=O)=[N:2]1.C1N=CN(C(N2C=NC=C2)=O)C=1.[NH2:25][CH:26]1[CH2:31][CH2:30][N:29]([CH2:32][C:33]2[CH:38]=[CH:37][CH:36]=[CH:35][CH:34]=2)[CH2:28][CH2:27]1.